Dataset: Full USPTO retrosynthesis dataset with 1.9M reactions from patents (1976-2016). Task: Predict the reactants needed to synthesize the given product. (1) Given the product [Br:17][C:4]1[C:3]2[CH:6]=[CH:7][CH:8]=[CH:9][C:2]=2[S:1][CH:5]=1, predict the reactants needed to synthesize it. The reactants are: [S:1]1[CH:5]=[CH:4][C:3]2[CH:6]=[CH:7][CH:8]=[CH:9][C:2]1=2.C1C(=O)N([Br:17])C(=O)C1. (2) Given the product [CH3:22][C:19]1([CH3:23])[CH2:20][CH2:21][CH:16]([N:15]2[C:9]3[N:10]=[C:11]([NH2:14])[N:12]=[CH:13][C:8]=3[C:7]3[CH:6]=[CH:5][N:4]=[C:3]([O:24][CH3:25])[C:2]2=3)[CH2:17][CH2:18]1, predict the reactants needed to synthesize it. The reactants are: Cl[C:2]1[C:3]([O:24][CH3:25])=[N:4][CH:5]=[CH:6][C:7]=1[C:8]1[C:9]([NH:15][CH:16]2[CH2:21][CH2:20][C:19]([CH3:23])([CH3:22])[CH2:18][CH2:17]2)=[N:10][C:11]([NH2:14])=[N:12][CH:13]=1.CC1(C)C2C=CC=C(P(C3C=CC=CC=3)C3C=CC=CC=3)C=2OC2C1=CC=CC=2P(C1C=CC=CC=1)C1C=CC=CC=1.CC(C)([O-])C.[Na+]. (3) Given the product [O:8]1[CH2:9][CH2:10][N:11]([C:14]2[CH:15]=[CH:16][C:17]([NH:20][C:21]3[N:26]=[C:25]4[NH:27][N:28]=[CH:29][C:24]4=[C:23]([C:36]4[CH:37]=[C:38]([NH:42][C:43](=[O:46])[CH:44]=[CH2:45])[CH:39]=[CH:40][CH:41]=4)[N:22]=3)=[CH:18][CH:19]=2)[CH2:12][CH2:13]1, predict the reactants needed to synthesize it. The reactants are: FC(F)(F)C(O)=O.[O:8]1[CH2:13][CH2:12][N:11]([C:14]2[CH:19]=[CH:18][C:17]([NH:20][C:21]3[N:26]=[C:25]4[N:27](C5CCCCO5)[N:28]=[CH:29][C:24]4=[C:23]([C:36]4[CH:37]=[C:38]([NH:42][C:43](=[O:46])[CH:44]=[CH2:45])[CH:39]=[CH:40][CH:41]=4)[N:22]=3)=[CH:16][CH:15]=2)[CH2:10][CH2:9]1. (4) Given the product [C:27]([C:31]1[CH:35]=[C:34]([NH:36][C:20]([NH:19][C:16]2[CH:15]=[CH:14][C:13]([O:12][C:11]3[C:4]4[NH:3][C:2](=[O:1])[CH:7]=[N:6][C:5]=4[N:8]=[CH:9][CH:10]=3)=[CH:18][CH:17]=2)=[O:26])[N:33]([C:39]2[CH:40]=[CH:41][C:42]([CH3:45])=[CH:43][CH:44]=2)[N:32]=1)([CH3:30])([CH3:29])[CH3:28], predict the reactants needed to synthesize it. The reactants are: [O:1]=[C:2]1[CH:7]=[N:6][C:5]2[N:8]=[CH:9][CH:10]=[C:11]([O:12][C:13]3[CH:18]=[CH:17][C:16]([NH:19][C:20](=[O:26])OC(C)(C)C)=[CH:15][CH:14]=3)[C:4]=2[NH:3]1.[C:27]([C:31]1[CH:35]=[C:34]([N:36]=C=O)[N:33]([C:39]2[CH:44]=[CH:43][C:42]([CH3:45])=[CH:41][CH:40]=2)[N:32]=1)([CH3:30])([CH3:29])[CH3:28]. (5) Given the product [CH:19]1[N:17]2[C:18]3[C:10]([C:8]4[CH:7]=[CH:6][NH:5][C:4](=[O:3])[CH:9]=4)=[CH:11][NH:12][C:13]=3[N:14]=[CH:15][C:16]2=[N:21][N:20]=1, predict the reactants needed to synthesize it. The reactants are: Cl.C[O:3][C:4]1[CH:9]=[C:8]([C:10]2[C:18]3[N:17]4[CH:19]=[N:20][N:21]=[C:16]4[CH:15]=[N:14][C:13]=3[NH:12][CH:11]=2)[CH:7]=[CH:6][N:5]=1.[OH-].[Na+].C1C(=O)N(Br)C(=O)C1.S(Cl)(C1C=CC(C)=CC=1)(=O)=O.[H-].[Na+].COC1C=C([Sn](CCCC)(CCCC)CCCC)C=CN=1. (6) Given the product [Br:11][C:12]1[CH:24]=[C:23]2[C:15]([C:16]3[C:17](=[O:32])[C:18]4[CH:30]=[CH:29][C:28]([O:3][CH:4]5[CH:5]([OH:1])[CH2:6][O:7][CH2:8]5)=[CH:27][C:19]=4[C:20]([CH3:25])([CH3:26])[C:21]=3[NH:22]2)=[CH:14][CH:13]=1, predict the reactants needed to synthesize it. The reactants are: [O:1]1[CH:5]2[CH2:6][O:7][CH2:8][CH:4]2[O:3]S1(=O)=O.[Br:11][C:12]1[CH:24]=[C:23]2[C:15]([C:16]3[C:17](=[O:32])[C:18]4[CH:30]=[CH:29][C:28](O)=[CH:27][C:19]=4[C:20]([CH3:26])([CH3:25])[C:21]=3[NH:22]2)=[CH:14][CH:13]=1.C(=O)([O-])[O-].[Cs+].[Cs+].S(=O)(=O)(O)O.